Predict the reactants needed to synthesize the given product. From a dataset of Full USPTO retrosynthesis dataset with 1.9M reactions from patents (1976-2016). (1) Given the product [F:18][C:16]1[CH:15]=[CH:14][C:13]([CH3:19])=[C:12]([C:7]2[CH:6]=[C:5]([CH3:20])[C:4]3[C:9](=[CH:10][N:11]=[C:2]([NH:26][C:24]([CH:21]4[CH2:23][CH2:22]4)=[O:25])[CH:3]=3)[N:8]=2)[CH:17]=1, predict the reactants needed to synthesize it. The reactants are: Cl[C:2]1[CH:3]=[C:4]2[C:9](=[CH:10][N:11]=1)[N:8]=[C:7]([C:12]1[CH:17]=[C:16]([F:18])[CH:15]=[CH:14][C:13]=1[CH3:19])[CH:6]=[C:5]2[CH3:20].[CH:21]1([C:24]([NH2:26])=[O:25])[CH2:23][CH2:22]1.O1CCOCC1.C1(P(C2C=CC=CC=2)C2C3OC4C(=CC=CC=4P(C4C=CC=CC=4)C4C=CC=CC=4)C(C)(C)C=3C=CC=2)C=CC=CC=1.C(=O)([O-])[O-].[Cs+].[Cs+]. (2) Given the product [C:1]([C:5]1[CH:10]=[CH:9][C:8]([C:11]([S:12]([NH2:13])(=[O:31])=[O:32])([C:16]([OH:15])([CH3:17])[CH3:18])[CH3:33])=[CH:7][CH:6]=1)([CH3:2])([CH3:3])[CH3:4], predict the reactants needed to synthesize it. The reactants are: [C:1]([C:5]1[CH:10]=[CH:9][C:8]([C:11]2([CH3:33])[C:16]([CH3:18])([CH3:17])[O:15]C(N[C@H](C3C=CC=CC=3F)CCO)=[N:13][S:12]2(=[O:32])=[O:31])=[CH:7][CH:6]=1)([CH3:4])([CH3:3])[CH3:2].C(C1C=CC(C2(C)C(C)(C)OC(OC)=NS2(=O)=O)=CC=1)(C)(C)C.BrC1C=C(C2(C)C(C)(C)OC(N[C@H](C3C=CC=CC=3)CCO)=NS2(=O)=O)C=CC=1. (3) Given the product [N:11]1[C:20]2[C:15](=[CH:16][C:17]([NH:21][CH2:1][C:3]3[CH:4]=[N:5][NH:6][C:7]=3[C:8]([OH:10])=[O:9])=[CH:18][CH:19]=2)[N:14]=[CH:13][CH:12]=1, predict the reactants needed to synthesize it. The reactants are: [CH:1]([C:3]1[CH:4]=[N:5][NH:6][C:7]=1[C:8]([OH:10])=[O:9])=O.[N:11]1[C:20]2[C:15](=[CH:16][C:17]([NH2:21])=[CH:18][CH:19]=2)[N:14]=[CH:13][CH:12]=1.ClCCCl.[BH4-].[Na+]. (4) Given the product [F:14][C:2]1([F:1])[O:6][C:5]2[CH:7]=[CH:8][C:9]([C:11]3([C:12]#[N:13])[CH2:18][CH2:17]3)=[CH:10][C:4]=2[O:3]1, predict the reactants needed to synthesize it. The reactants are: [F:1][C:2]1([F:14])[O:6][C:5]2[CH:7]=[CH:8][C:9]([CH2:11][C:12]#[N:13])=[CH:10][C:4]=2[O:3]1.[OH-].[K+].[CH3:17][C:18](OC)(C)C. (5) Given the product [CH2:1]([C:5]1[N:6]=[C:7]([CH3:27])[N:8]([CH2:36][C:37]2[CH:42]=[CH:41][C:40]([C:43]([CH3:46])([CH3:45])[CH3:44])=[CH:39][CH:38]=2)[C:9](=[O:26])[C:10]=1[CH2:11][C:12]1[CH:17]=[CH:16][C:15]([C:18]2[C:19]([C:24]#[N:25])=[CH:20][CH:21]=[CH:22][CH:23]=2)=[CH:14][CH:13]=1)[CH2:2][CH2:3][CH3:4], predict the reactants needed to synthesize it. The reactants are: [CH2:1]([C:5]1[N:6]=[C:7]([CH3:27])[NH:8][C:9](=[O:26])[C:10]=1[CH2:11][C:12]1[CH:17]=[CH:16][C:15]([C:18]2[C:19]([C:24]#[N:25])=[CH:20][CH:21]=[CH:22][CH:23]=2)=[CH:14][CH:13]=1)[CH2:2][CH2:3][CH3:4].[H-].[Na+].CN(C)C=O.Br[CH2:36][C:37]1[CH:42]=[CH:41][C:40]([C:43]([CH3:46])([CH3:45])[CH3:44])=[CH:39][CH:38]=1.